Dataset: Full USPTO retrosynthesis dataset with 1.9M reactions from patents (1976-2016). Task: Predict the reactants needed to synthesize the given product. (1) Given the product [CH2:18]([NH:19][C:8]1[CH:9]=[CH:10][C:5]2[N:6]([C:2]([Br:1])=[CH:3][N:4]=2)[N:7]=1)[C:12]1[CH:17]=[CH:16][CH:15]=[CH:14][CH:13]=1, predict the reactants needed to synthesize it. The reactants are: [Br:1][C:2]1[N:6]2[N:7]=[C:8](Cl)[CH:9]=[CH:10][C:5]2=[N:4][CH:3]=1.[C:12]1([CH2:18][NH2:19])[CH:17]=[CH:16][CH:15]=[CH:14][CH:13]=1.[F-].[K+]. (2) The reactants are: Cl.CS(O[CH2:7][C@H:8]([NH2:36])[CH2:9][O:10][C:11]1[CH:12]=[N:13][CH:14]=[C:15]([C:17]2[CH:18]=[C:19]3[C:24](=[C:25]([NH2:27])[N:26]=2)[CH:23]=[N:22][C:21]2[CH:28]=[C:29]([O:34][CH3:35])[C:30]([O:32][CH3:33])=[CH:31][C:20]3=2)[CH:16]=1)(=O)=O.[F:37][C:38]1[CH:39]=[C:40]([CH:44]=[CH:45][CH:46]=1)[CH2:41][NH:42][CH3:43]. Given the product [NH2:27][C:25]1[N:26]=[C:17]([C:15]2[CH:16]=[C:11]([O:10][CH2:9][C@@H:8]([NH2:36])[CH2:7][N:42]([CH2:41][C:40]3[CH:44]=[CH:45][CH:46]=[C:38]([F:37])[CH:39]=3)[CH3:43])[CH:12]=[N:13][CH:14]=2)[CH:18]=[C:19]2[C:24]=1[CH:23]=[N:22][C:21]1[CH:28]=[C:29]([O:34][CH3:35])[C:30]([O:32][CH3:33])=[CH:31][C:20]2=1, predict the reactants needed to synthesize it.